Dataset: TCR-epitope binding with 47,182 pairs between 192 epitopes and 23,139 TCRs. Task: Binary Classification. Given a T-cell receptor sequence (or CDR3 region) and an epitope sequence, predict whether binding occurs between them. (1) The epitope is AMFWSVPTV. The TCR CDR3 sequence is CASSSDRGLPSGNTIYF. Result: 1 (the TCR binds to the epitope). (2) The epitope is KEIDRLNEV. The TCR CDR3 sequence is CASSPAGGSVTGEQFF. Result: 0 (the TCR does not bind to the epitope). (3) The epitope is ALSKGVHFV. The TCR CDR3 sequence is CASSQEDSWGDTQYF. Result: 0 (the TCR does not bind to the epitope). (4) The epitope is VLQAVGACV. The TCR CDR3 sequence is CASSLTADTQYF. Result: 0 (the TCR does not bind to the epitope).